This data is from Forward reaction prediction with 1.9M reactions from USPTO patents (1976-2016). The task is: Predict the product of the given reaction. (1) Given the reactants Cl[C:2]1[CH:7]=[C:6]([C:8]2[CH:13]=[CH:12][CH:11]=[C:10]([CH3:14])[C:9]=2[CH3:15])[N:5]=[C:4]([NH2:16])[N:3]=1.[NH2:17][CH2:18][CH2:19][N:20]([CH3:28])[C:21](=[O:27])[O:22][C:23]([CH3:26])([CH3:25])[CH3:24].CCN(C(C)C)C(C)C, predict the reaction product. The product is: [NH2:16][C:4]1[N:3]=[C:2]([NH:17][CH2:18][CH2:19][N:20]([CH3:28])[C:21](=[O:27])[O:22][C:23]([CH3:24])([CH3:25])[CH3:26])[CH:7]=[C:6]([C:8]2[CH:13]=[CH:12][CH:11]=[C:10]([CH3:14])[C:9]=2[CH3:15])[N:5]=1. (2) Given the reactants [Br:1][C:2]1[CH:3]=[C:4]2[C:12](=[CH:13][CH:14]=1)[NH:11][C:10]1[CH:9]([NH2:15])[CH2:8][CH2:7][CH2:6][C:5]2=1.[C:16](Cl)(=[O:25])[CH:17]=[CH:18][C:19]1[CH:24]=[CH:23][CH:22]=[CH:21][CH:20]=1, predict the reaction product. The product is: [Br:1][C:2]1[CH:3]=[C:4]2[C:12](=[CH:13][CH:14]=1)[NH:11][C:10]1[CH:9]([NH:15][C:16](=[O:25])[CH:17]=[CH:18][C:19]3[CH:24]=[CH:23][CH:22]=[CH:21][CH:20]=3)[CH2:8][CH2:7][CH2:6][C:5]2=1.